Dataset: Forward reaction prediction with 1.9M reactions from USPTO patents (1976-2016). Task: Predict the product of the given reaction. Given the reactants [CH3:1][N:2]([CH3:13])[CH2:3][CH2:4][C:5]([C:7]1[CH:12]=[CH:11][CH:10]=[CH:9][CH:8]=1)=[O:6].[BH4-].[Na+], predict the reaction product. The product is: [CH3:13][N:2]([CH3:1])[CH2:3][CH2:4][CH:5]([C:7]1[CH:12]=[CH:11][CH:10]=[CH:9][CH:8]=1)[OH:6].